From a dataset of Catalyst prediction with 721,799 reactions and 888 catalyst types from USPTO. Predict which catalyst facilitates the given reaction. (1) Product: [C:12]1([C:7]2[C:6]([C:4]([OH:3])=[O:5])=[C:10](/[CH:11]=[CH:18]/[C:19]3[CH:24]=[CH:23][CH:22]=[CH:21][CH:20]=3)[O:9][N:8]=2)[CH:13]=[CH:14][CH:15]=[CH:16][CH:17]=1. The catalyst class is: 8. Reactant: C([O:3][C:4]([C:6]1[C:7]([C:12]2[CH:17]=[CH:16][CH:15]=[CH:14][CH:13]=2)=[N:8][O:9][C:10]=1[CH3:11])=[O:5])C.[CH:18](=O)[C:19]1[CH:24]=[CH:23][CH:22]=[CH:21][CH:20]=1.[O-]CC.[Na+].Cl. (2) Reactant: [N+:1]([C:4]1[CH:11]=[C:10]([N:12]2[CH2:16][CH2:15][CH2:14][CH2:13]2)[CH:9]=[CH:8][C:5]=1[C:6]#[N:7])([O-:3])=[O:2].P12(SP3(SP(SP(S3)(S1)=S)(=S)S2)=S)=[S:18]. Product: [N+:1]([C:4]1[CH:11]=[C:10]([N:12]2[CH2:16][CH2:15][CH2:14][CH2:13]2)[CH:9]=[CH:8][C:5]=1[C:6](=[S:18])[NH2:7])([O-:3])=[O:2]. The catalyst class is: 5. (3) Reactant: [I:1][C:2]1[CH:7]=[CH:6][CH:5]=[CH:4][C:3]=1[CH2:8][C:9]([OH:11])=O.O[N:13]1C2C=CC=CC=2N=N1.CCN=C=NCCCN(C)C.C(N(CC)C(C)C)(C)C.C(=O)([O-])[O-].[NH4+].[NH4+]. Product: [I:1][C:2]1[CH:7]=[CH:6][CH:5]=[CH:4][C:3]=1[CH2:8][C:9]([NH2:13])=[O:11]. The catalyst class is: 118.